From a dataset of Full USPTO retrosynthesis dataset with 1.9M reactions from patents (1976-2016). Predict the reactants needed to synthesize the given product. (1) Given the product [F:32][C:2]([F:1])([F:33])[C@H:3]1[CH2:4][CH2:5][C@H:6]([NH:9][C:10](=[O:31])[C:11]2[CH:16]=[C:15]([NH2:17])[C:14]([NH:20][CH3:21])=[CH:13][C:12]=2[N:22]2[CH2:26][CH2:25][CH:24]([C:27]([F:30])([F:28])[F:29])[CH2:23]2)[CH2:7][CH2:8]1, predict the reactants needed to synthesize it. The reactants are: [F:1][C:2]([F:33])([F:32])[C@H:3]1[CH2:8][CH2:7][C@H:6]([NH:9][C:10](=[O:31])[C:11]2[CH:16]=[C:15]([N+:17]([O-])=O)[C:14]([NH:20][CH3:21])=[CH:13][C:12]=2[N:22]2[CH2:26][CH2:25][CH:24]([C:27]([F:30])([F:29])[F:28])[CH2:23]2)[CH2:5][CH2:4]1.C1COCC1. (2) Given the product [Cl:1][C:2]1[C:7]([CH2:8][OH:9])=[CH:6][C:5]([F:12])=[C:4]([Cl:13])[N:3]=1, predict the reactants needed to synthesize it. The reactants are: [Cl:1][C:2]1[C:7]([C:8](OC)=[O:9])=[CH:6][C:5]([F:12])=[C:4]([Cl:13])[N:3]=1.CC(C[AlH]CC(C)C)C. (3) Given the product [F:21][C:20]1[CH:19]=[CH:18][C:4]([CH2:5][N:6]([C:7]([C:9]2[N:13]=[CH:12][N:11]([CH3:14])[N:10]=2)=[O:8])[CH:15]([CH3:17])[CH3:16])=[CH:3][C:2]=1[C:30]1[CH:29]=[CH:28][CH:27]=[C:26]([C:24]([O:23][CH3:22])=[O:25])[CH:31]=1, predict the reactants needed to synthesize it. The reactants are: Br[C:2]1[CH:3]=[C:4]([CH:18]=[CH:19][C:20]=1[F:21])[CH2:5][N:6]([CH:15]([CH3:17])[CH3:16])[C:7]([C:9]1[N:13]=[CH:12][N:11]([CH3:14])[N:10]=1)=[O:8].[CH3:22][O:23][C:24]([C:26]1[CH:27]=[C:28](B(O)O)[CH:29]=[CH:30][CH:31]=1)=[O:25].C(=O)([O-])[O-].[Cs+].[Cs+].C1(C)C=CC=CC=1.C(O)C.O. (4) Given the product [Cl:9][C:4]1[CH:3]=[C:2]([N:10]2[CH2:15][CH2:14][NH:13][CH2:12][CH2:11]2)[CH:7]=[CH:6][C:5]=1[Cl:8], predict the reactants needed to synthesize it. The reactants are: Br[C:2]1[CH:7]=[CH:6][C:5]([Cl:8])=[C:4]([Cl:9])[CH:3]=1.[NH:10]1[CH2:15][CH2:14][NH:13][CH2:12][CH2:11]1.